This data is from Forward reaction prediction with 1.9M reactions from USPTO patents (1976-2016). The task is: Predict the product of the given reaction. (1) Given the reactants CCN(C(C)C)C(C)C.F[C:11]1[C:16]([N+:17]([O-:19])=[O:18])=[CH:15][C:14]([NH:20][C:21]2[N:26]=[C:25]([C:27]3[CH:28]=[N:29][N:30]4[CH2:35][CH2:34][CH2:33][CH2:32][C:31]=34)[CH:24]=[CH:23][N:22]=2)=[C:13]([O:36][CH3:37])[CH:12]=1.[CH3:38][N:39]1[CH2:43][C@@H:42]2[NH:44][CH2:45][CH2:46][C@@H:41]2[CH2:40]1, predict the reaction product. The product is: [CH3:38][N:39]1[CH2:40][C@@H:41]2[C@@H:42]([N:44]([C:11]3[C:16]([N+:17]([O-:19])=[O:18])=[CH:15][C:14]([NH:20][C:21]4[N:26]=[C:25]([C:27]5[CH:28]=[N:29][N:30]6[CH2:35][CH2:34][CH2:33][CH2:32][C:31]=56)[CH:24]=[CH:23][N:22]=4)=[C:13]([O:36][CH3:37])[CH:12]=3)[CH2:45][CH2:46]2)[CH2:43]1. (2) Given the reactants [NH2:1][CH:2]([CH2:5][CH:6]1[CH2:11][CH2:10][CH2:9][O:8][CH2:7]1)[CH2:3][OH:4].CCN(CC)CC.[CH3:19][C:20]([O:23][C:24](O[C:24]([O:23][C:20]([CH3:22])([CH3:21])[CH3:19])=[O:25])=[O:25])([CH3:22])[CH3:21], predict the reaction product. The product is: [OH:4][CH2:3][C@@H:2]([NH:1][C:24](=[O:25])[O:23][C:20]([CH3:22])([CH3:21])[CH3:19])[CH2:5][CH:6]1[CH2:11][CH2:10][CH2:9][O:8][CH2:7]1. (3) Given the reactants Br[CH:2]([CH2:18][CH2:19][CH2:20][CH2:21][CH2:22][CH2:23][CH2:24][CH3:25])[CH2:3][N:4]([N:13]1[CH:17]=[N:16][N:15]=[CH:14]1)[C:5]1[CH:12]=[CH:11][C:8]([C:9]#[N:10])=[CH:7][CH:6]=1.[OH:26][C:27]1[CH:32]=[CH:31][C:30]([SH:33])=[CH:29][CH:28]=1.C(=O)([O-])[O-].[K+].[K+].C(OCC)(=O)C, predict the reaction product. The product is: [OH:26][C:27]1[CH:32]=[CH:31][C:30]([S:33][CH2:25][CH2:24][CH2:23][CH2:22][CH2:21][CH2:20][CH2:19][CH2:18][CH2:2][CH2:3][N:4]([N:13]2[CH:17]=[N:16][N:15]=[CH:14]2)[C:5]2[CH:12]=[CH:11][C:8]([C:9]#[N:10])=[CH:7][CH:6]=2)=[CH:29][CH:28]=1. (4) The product is: [OH:12][CH2:11][C:9]([C@H:7]([C@@H:5]([C:3]([CH2:2][OH:1])=[O:4])[OH:6])[OH:8])=[O:10].[OH:13][OH:14]. Given the reactants [OH:1][CH2:2][C:3]([C@H:5]([C@@H:7]([C@H:9]([CH2:11][OH:12])[OH:10])[OH:8])[OH:6])=[O:4].[O:13]=[O:14], predict the reaction product.